Dataset: Full USPTO retrosynthesis dataset with 1.9M reactions from patents (1976-2016). Task: Predict the reactants needed to synthesize the given product. (1) Given the product [CH3:16][O:7][C:6](=[O:8])[C:5]1[CH:9]=[CH:10][C:2]([Br:1])=[CH:3][C:4]=1[CH3:11], predict the reactants needed to synthesize it. The reactants are: [Br:1][C:2]1[CH:10]=[CH:9][C:5]([C:6]([OH:8])=[O:7])=[C:4]([CH3:11])[CH:3]=1.S(Cl)(Cl)=O.[CH2:16](N(CC)CC)C. (2) The reactants are: O[CH:2]=[C:3]1[CH2:11][CH2:10][CH:9]2[CH:5]([CH:6]=[N:7][N:8]2[CH3:12])[C:4]1=O.[OH:14][C:15]1[CH:16]=[C:17]([NH:21][C:22]([NH2:24])=[NH:23])[CH:18]=[CH:19][CH:20]=1. Given the product [CH3:12][N:8]1[C:9]2[CH2:10][CH2:11][C:3]3[CH:2]=[N:23][C:22]([NH:21][C:17]4[CH:16]=[C:15]([OH:14])[CH:20]=[CH:19][CH:18]=4)=[N:24][C:4]=3[C:5]=2[CH:6]=[N:7]1, predict the reactants needed to synthesize it. (3) Given the product [Br:8][C:9]1[CH:14]=[CH:13][C:12]([CH2:15][N:3]2[CH:7]=[N:6][CH:5]=[N:4]2)=[CH:11][CH:10]=1, predict the reactants needed to synthesize it. The reactants are: [OH-].[K+].[NH:3]1[CH:7]=[N:6][CH:5]=[N:4]1.[Br:8][C:9]1[CH:14]=[CH:13][C:12]([CH2:15]Br)=[CH:11][CH:10]=1. (4) Given the product [CH2:3]([N:10]1[C:15](=[NH:16])[CH2:14][NH:13][C:11]1=[O:12])[C:4]1[CH:9]=[CH:8][CH:7]=[CH:6][CH:5]=1, predict the reactants needed to synthesize it. The reactants are: [H-].[Na+].[CH2:3]([NH:10][C:11]([NH:13][CH2:14][C:15]#[N:16])=[O:12])[C:4]1[CH:9]=[CH:8][CH:7]=[CH:6][CH:5]=1. (5) Given the product [Cl:21][C:16]1[CH:17]=[CH:18][CH:19]=[CH:20][C:15]=1[S:12]([N:9]1[CH2:10][CH2:11][C:6]2([C:4](=[O:3])[N:30]([C:31]3[CH:39]=[CH:38][C:34]([C:35]([OH:37])=[O:36])=[CH:33][CH:32]=3)[CH2:23][CH2:22]2)[CH2:7][CH2:8]1)(=[O:14])=[O:13], predict the reactants needed to synthesize it. The reactants are: C([O:3][C:4]([C:6]1([CH2:22][CH2:23]OC)[CH2:11][CH2:10][N:9]([S:12]([C:15]2[CH:20]=[CH:19][CH:18]=[CH:17][C:16]=2[Cl:21])(=[O:14])=[O:13])[CH2:8][CH2:7]1)=O)C.[Cl-].C[Al+]C.[NH2:30][C:31]1[CH:39]=[CH:38][C:34]([C:35]([OH:37])=[O:36])=[CH:33][CH:32]=1. (6) The reactants are: [Cl:1][C:2]1[CH:7]=[C:6]([F:8])[C:5]([N+:9]([O-:11])=[O:10])=[CH:4][C:3]=1[OH:12].Cl[CH2:14][C:15]1[CH:20]=[CH:19][C:18](OC)=[CH:17][CH:16]=1.ClC1C=CC(O)=CC=1[N+]([O-])=O. Given the product [CH2:14]([O:12][C:3]1[CH:4]=[C:5]([N+:9]([O-:11])=[O:10])[C:6]([F:8])=[CH:7][C:2]=1[Cl:1])[C:15]1[CH:20]=[CH:19][CH:18]=[CH:17][CH:16]=1, predict the reactants needed to synthesize it. (7) The reactants are: CC[N:3]=C=NCCCN(C)C.C1C=CC2N(O)N=NC=2C=1.[O:22]=[C:23]1[C:31]2[C:26](=[CH:27][CH:28]=[CH:29][CH:30]=2)[C:25](=[O:32])[N:24]1[CH2:33][CH2:34][CH2:35][C:36]1[N:41]=[C:40]([NH:42][C:43]2[CH:44]=[C:45]([CH3:49])[CH:46]=[CH:47][CH:48]=2)[C:39]([C:50]([OH:52])=O)=[CH:38][N:37]=1.[NH4+].[OH-]. Given the product [O:32]=[C:25]1[C:26]2[C:31](=[CH:30][CH:29]=[CH:28][CH:27]=2)[C:23](=[O:22])[N:24]1[CH2:33][CH2:34][CH2:35][C:36]1[N:41]=[C:40]([NH:42][C:43]2[CH:44]=[C:45]([CH3:49])[CH:46]=[CH:47][CH:48]=2)[C:39]([C:50]([NH2:3])=[O:52])=[CH:38][N:37]=1, predict the reactants needed to synthesize it. (8) The reactants are: [F:1][C:2]1[CH:7]=[CH:6][C:5]([C:8]([CH:10]=O)=O)=[CH:4][CH:3]=1.[C:12]([O:16][C:17](=[O:43])[NH:18][C:19]1[CH:20]=[N:21][CH:22]=[C:23]([C:26]2[CH:27]=[C:28]3[C:32](=[CH:33][CH:34]=2)[N:31]([CH:35]2[CH2:40][CH2:39][CH2:38][CH2:37][O:36]2)[N:30]=[C:29]3[CH:41]=O)[C:24]=1[CH3:25])([CH3:15])([CH3:14])[CH3:13].C(=O)([O-])[O-].[NH4+:48].[NH4+:49]. Given the product [C:12]([O:16][C:17](=[O:43])[NH:18][C:19]1[CH:20]=[N:21][CH:22]=[C:23]([C:26]2[CH:27]=[C:28]3[C:32](=[CH:33][CH:34]=2)[N:31]([CH:35]2[CH2:40][CH2:39][CH2:38][CH2:37][O:36]2)[N:30]=[C:29]3[C:41]2[NH:48][CH:10]=[C:8]([C:5]3[CH:4]=[CH:3][C:2]([F:1])=[CH:7][CH:6]=3)[N:49]=2)[C:24]=1[CH3:25])([CH3:15])([CH3:13])[CH3:14], predict the reactants needed to synthesize it. (9) Given the product [CH2:8]([N:11]1[C:19]2[C:18](=[O:20])[N:17]([CH2:21][C:22]3([OH:28])[CH2:27][CH2:26][N:25]([C:37](=[O:38])[CH2:36][C@H:35]([C:29]4[CH:34]=[CH:33][CH:32]=[CH:31][CH:30]=4)[CH3:40])[CH2:24][CH2:23]3)[CH:16]=[N:15][C:14]=2[CH:13]=[CH:12]1)[CH:9]=[CH2:10], predict the reactants needed to synthesize it. The reactants are: FC(F)(F)C(O)=O.[CH2:8]([N:11]1[C:19]2[C:18](=[O:20])[N:17]([CH2:21][C:22]3([OH:28])[CH2:27][CH2:26][NH:25][CH2:24][CH2:23]3)[CH:16]=[N:15][C:14]=2[CH:13]=[CH:12]1)[CH:9]=[CH2:10].[C:29]1([C@H:35]([CH3:40])[CH2:36][C:37](O)=[O:38])[CH:34]=[CH:33][CH:32]=[CH:31][CH:30]=1.CN(C(ON1N=NC2C=CC=NC1=2)=[N+](C)C)C.F[P-](F)(F)(F)(F)F.CCN(C(C)C)C(C)C. (10) Given the product [CH2:50]([O:49][C:47]([NH:31][S:28]([C:20]1[S:21][C:22]([CH2:24][CH:25]([CH3:27])[CH3:26])=[CH:23][C:19]=1[C:15]1[CH:16]=[CH:17][CH:18]=[C:13]([C:11](=[O:12])[CH2:10][N:1]2[C:5]3[CH:6]=[CH:7][CH:8]=[CH:9][C:4]=3[N:3]=[CH:2]2)[CH:14]=1)(=[O:29])=[O:30])=[O:48])[CH2:51][CH2:52][CH3:53], predict the reactants needed to synthesize it. The reactants are: [N:1]1([CH2:10][C:11]([C:13]2[CH:14]=[C:15]([C:19]3[CH:23]=[C:22]([CH2:24][CH:25]([CH3:27])[CH3:26])[S:21][C:20]=3[S:28]([NH:31]C(C)(C)C)(=[O:30])=[O:29])[CH:16]=[CH:17][CH:18]=2)=[O:12])[C:5]2[CH:6]=[CH:7][CH:8]=[CH:9][C:4]=2[N:3]=[CH:2]1.B(Cl)(Cl)Cl.C([O-])([O-])=O.[Na+].[Na+].Cl[C:47]([O:49][CH2:50][CH2:51][CH2:52][CH3:53])=[O:48].